From a dataset of Reaction yield outcomes from USPTO patents with 853,638 reactions. Predict the reaction yield, written as a fraction of the theoretical maximum amount of product (1.0 means a 100% yield; for example, 0.34 means a 34% yield). (1) The reactants are O.[OH-].[Li+].[CH:4]1([C@@:10]([C:39]([O:41]C)=[O:40])([CH3:38])[NH:11][C:12]([C:14]2[CH:19]=[CH:18][C:17]([F:20])=[CH:16][C:15]=2[NH:21][C:22]([NH:24][C:25]2[C:30]([Cl:31])=[CH:29][C:28]([O:32][C:33]([F:36])([F:35])[F:34])=[CH:27][C:26]=2[Cl:37])=[O:23])=[O:13])[CH2:9][CH2:8][CH2:7][CH2:6][CH2:5]1.CO.Cl. The catalyst is C1COCC1.O. The product is [CH:4]1([C@@:10]([C:39]([OH:41])=[O:40])([CH3:38])[NH:11][C:12]([C:14]2[CH:19]=[CH:18][C:17]([F:20])=[CH:16][C:15]=2[NH:21][C:22]([NH:24][C:25]2[C:30]([Cl:31])=[CH:29][C:28]([O:32][C:33]([F:34])([F:35])[F:36])=[CH:27][C:26]=2[Cl:37])=[O:23])=[O:13])[CH2:9][CH2:8][CH2:7][CH2:6][CH2:5]1. The yield is 0.900. (2) The reactants are [Cl:1][C:2]1[CH:3]=[C:4]([NH:8][C:9]2[C:10](=[O:26])[N:11]([CH2:24][CH3:25])[N:12]=[C:13]([C:18]3[CH:23]=[CH:22][CH:21]=[CH:20][CH:19]=3)[C:14]=2[CH:15](O)[CH3:16])[CH:5]=[CH:6][CH:7]=1. The catalyst is C1(C)C=CC=CC=1.OS(O)(=O)=O. The product is [Cl:1][C:2]1[CH:3]=[C:4]([NH:8][C:9]2[C:10](=[O:26])[N:11]([CH2:24][CH3:25])[N:12]=[C:13]([C:18]3[CH:19]=[CH:20][CH:21]=[CH:22][CH:23]=3)[C:14]=2[CH:15]=[CH2:16])[CH:5]=[CH:6][CH:7]=1. The yield is 0.630.